Dataset: Full USPTO retrosynthesis dataset with 1.9M reactions from patents (1976-2016). Task: Predict the reactants needed to synthesize the given product. (1) Given the product [F:18][C:4]1[CH:3]=[C:2]([C:23]2[CH:22]=[N:21][N:20]([CH3:19])[CH:24]=2)[C:7]([F:8])=[CH:6][C:5]=1[C@@H:9]([NH:11][S@@:12]([C:14]([CH3:17])([CH3:16])[CH3:15])=[O:13])[CH3:10], predict the reactants needed to synthesize it. The reactants are: Br[C:2]1[C:7]([F:8])=[CH:6][C:5]([C@@H:9]([NH:11][S@@:12]([C:14]([CH3:17])([CH3:16])[CH3:15])=[O:13])[CH3:10])=[C:4]([F:18])[CH:3]=1.[CH3:19][N:20]1[CH:24]=[C:23](B(O)O)[CH:22]=[N:21]1.C([O-])([O-])=O.[Na+].[Na+].C(Cl)Cl. (2) Given the product [Br:1][C:2]1[CH:20]=[CH:19][C:5]2[N:6]([C:9]3[S:13][C:12]([C:14]([O:16][CH3:17])=[O:15])=[C:11]([O:18][CH2:45][C:44]4[CH:47]=[CH:48][CH:49]=[CH:50][C:43]=4[C:42]([F:41])([F:51])[F:52])[CH:10]=3)[CH:7]=[N:8][C:4]=2[CH:3]=1, predict the reactants needed to synthesize it. The reactants are: [Br:1][C:2]1[CH:20]=[CH:19][C:5]2[N:6]([C:9]3[S:13][C:12]([C:14]([O:16][CH3:17])=[O:15])=[C:11]([OH:18])[CH:10]=3)[CH:7]=[N:8][C:4]=2[CH:3]=1.BrC1C=CC2N=CN(C3SC(C(OC)=O)=C(O)C=3)C=2C=1.[F:41][C:42]([F:52])([F:51])[C:43]1[CH:50]=[CH:49][CH:48]=[CH:47][C:44]=1[CH2:45]Br. (3) Given the product [CH3:25][O:24][C:22]1[CH:21]=[CH:20][C:9]2[C:10]3[C:11]4[CH:30]=[CH:29][N:28]=[CH:27][C:16]=4[C:17](=[O:19])[C:18]=3[C:6]([NH:5][CH2:4][CH2:3][NH:2][CH3:1])=[N:7][C:8]=2[CH:23]=1, predict the reactants needed to synthesize it. The reactants are: [CH3:1][N:2](C)[CH2:3][CH2:4][NH:5][C:6]1[C:18]2[C:17](=[O:19])[C:16]3C=CN=C[C:11]=3[C:10]=2[C:9]2[CH:20]=[CH:21][C:22]([O:24][CH3:25])=[CH:23][C:8]=2[N:7]=1.[CH3:27][NH:28][CH2:29][CH2:30]N. (4) Given the product [ClH:36].[CH3:21][O:22][C:23]1[CH:24]=[C:25]([CH:28]=[C:29]([N+:33]([O-:35])=[O:34])[C:30]=1[O:31][CH3:32])[CH2:26][C:4]1[C:13]2[C:8](=[C:9]([OH:17])[C:10]([O:14][CH2:15][CH3:16])=[CH:11][CH:12]=2)[CH:7]=[N:6][CH:5]=1, predict the reactants needed to synthesize it. The reactants are: C(O[CH:4](OCC)[CH2:5][NH:6][CH2:7][C:8]1[CH:13]=[CH:12][CH:11]=[C:10]([O:14][CH2:15][CH3:16])[C:9]=1[OH:17])C.[CH3:21][O:22][C:23]1[CH:24]=[C:25]([CH:28]=[C:29]([N+:33]([O-:35])=[O:34])[C:30]=1[O:31][CH3:32])[CH:26]=O.[ClH:36]. (5) Given the product [Br:20][C:21]1[CH:22]=[C:23]2[C:24]([C:43]([OH:44])=[C:37]([C:38]([O:40][CH2:41][CH3:42])=[O:39])[C:35](=[O:36])[C:29]32[CH2:30][CH2:31][O:32][CH2:33][CH2:34]3)=[CH:25][C:26]=1[O:27][CH3:28], predict the reactants needed to synthesize it. The reactants are: OS(O)(=O)=O.O=P12OP3(OP(OP(O3)(O1)=O)(=O)O2)=O.[Br:20][C:21]1[CH:22]=[C:23]([C:29]2([C:35]([CH:37]([C:43](OCC)=[O:44])[C:38]([O:40][CH2:41][CH3:42])=[O:39])=[O:36])[CH2:34][CH2:33][O:32][CH2:31][CH2:30]2)[CH:24]=[CH:25][C:26]=1[O:27][CH3:28]. (6) The reactants are: [C:1]([O:5][C:6]([N:8]1[CH2:13][CH2:12][CH:11]([CH:14]([C:20](OCC)=[O:21])[C:15](OCC)=[O:16])[CH2:10][CH2:9]1)=[O:7])([CH3:4])([CH3:3])[CH3:2].[BH4-].[Li+].C1(C)C=CC=CC=1. Given the product [C:1]([O:5][C:6]([N:8]1[CH2:13][CH2:12][CH:11]([CH:14]([CH2:15][OH:16])[CH2:20][OH:21])[CH2:10][CH2:9]1)=[O:7])([CH3:4])([CH3:3])[CH3:2], predict the reactants needed to synthesize it.